Dataset: Forward reaction prediction with 1.9M reactions from USPTO patents (1976-2016). Task: Predict the product of the given reaction. (1) The product is: [CH3:16][O:15][C:11]1[CH:10]=[CH:9][C:8]([NH:7][C:2]2[S:3][CH:4]=[CH:5][N:6]=2)=[CH:13][C:12]=1[OH:14]. Given the reactants Br[C:2]1[S:3][CH:4]=[CH:5][N:6]=1.[NH2:7][C:8]1[CH:9]=[CH:10][C:11]([O:15][CH3:16])=[C:12]([OH:14])[CH:13]=1.Cl, predict the reaction product. (2) Given the reactants C(OC([NH:8][CH:9]1[CH2:16][C@@H:15]2[N:17]([CH2:18][C:19]3[NH:24][C:23]([C:25]4[S:26][CH:27]=[CH:28][N:29]=4)=[N:22][C@@H:21]([C:30]4[CH:35]=[CH:34][C:33]([F:36])=[CH:32][C:31]=4[Cl:37])[C:20]=3[C:38]([O:40][CH3:41])=[O:39])[C@@H:11]([CH2:12][O:13][CH2:14]2)[CH2:10]1)=O)(C)(C)C.C(O)(C(F)(F)F)=O, predict the reaction product. The product is: [NH2:8][CH:9]1[CH2:10][C@@H:11]2[N:17]([CH2:18][C:19]3[NH:24][C:23]([C:25]4[S:26][CH:27]=[CH:28][N:29]=4)=[N:22][C@@H:21]([C:30]4[CH:35]=[CH:34][C:33]([F:36])=[CH:32][C:31]=4[Cl:37])[C:20]=3[C:38]([O:40][CH3:41])=[O:39])[C@@H:15]([CH2:14][O:13][CH2:12]2)[CH2:16]1. (3) Given the reactants [F:1][C:2]1[CH:9]=[C:8]([OH:10])[C:7]([O:11][CH3:12])=[CH:6][C:3]=1[CH:4]=[O:5].C([O-])([O-])=O.[Cs+].[Cs+].Br[CH2:20][CH2:21][O:22][CH3:23], predict the reaction product. The product is: [F:1][C:2]1[CH:9]=[C:8]([O:10][CH2:20][CH2:21][O:22][CH3:23])[C:7]([O:11][CH3:12])=[CH:6][C:3]=1[CH:4]=[O:5]. (4) Given the reactants CO[C:3](=[O:12])[C:4]1[CH:9]=[CH:8][C:7]([OH:10])=[CH:6][C:5]=1[F:11].Cl.Cl[CH2:15][C:16]1[N:17]=[C:18]([CH3:21])[S:19][CH:20]=1.[CH3:22][C@@H:23]1[CH2:27][CH2:26][CH2:25][N:24]1[CH2:28][C@@H:29]1[CH2:33][CH2:32][CH2:31][NH:30]1, predict the reaction product. The product is: [F:11][C:5]1[CH:6]=[C:7]([O:10][CH2:15][C:16]2[N:17]=[C:18]([CH3:21])[S:19][CH:20]=2)[CH:8]=[CH:9][C:4]=1[C:3]([N:30]1[CH2:31][CH2:32][CH2:33][C@H:29]1[CH2:28][N:24]1[CH2:25][CH2:26][CH2:27][C@H:23]1[CH3:22])=[O:12].